This data is from Full USPTO retrosynthesis dataset with 1.9M reactions from patents (1976-2016). The task is: Predict the reactants needed to synthesize the given product. (1) Given the product [F:22][C:23]1[CH:28]=[C:27]([N+:29]([O-:31])=[O:30])[CH:26]=[CH:25][C:24]=1[O:32][C:2]1[C:3]2[S:10][C:9]([C:11]([NH:13][CH2:14][CH2:15][N:16]3[CH2:21][CH2:20][O:19][CH2:18][CH2:17]3)=[O:12])=[CH:8][C:4]=2[N:5]=[CH:6][N:7]=1, predict the reactants needed to synthesize it. The reactants are: Cl[C:2]1[C:3]2[S:10][C:9]([C:11]([NH:13][CH2:14][CH2:15][N:16]3[CH2:21][CH2:20][O:19][CH2:18][CH2:17]3)=[O:12])=[CH:8][C:4]=2[N:5]=[CH:6][N:7]=1.[F:22][C:23]1[CH:28]=[C:27]([N+:29]([O-:31])=[O:30])[CH:26]=[CH:25][C:24]=1[OH:32].C([O-])([O-])=O.[K+].[K+].CO.C(Cl)Cl. (2) Given the product [CH3:1][O:2][C:3]1[CH:12]=[C:11]([O:13][CH3:14])[CH:10]=[C:9]2[C:4]=1[C:5](=[O:28])[NH:6][C:7]([C:15]1[CH:25]=[C:24]([CH3:26])[C:18]([O:19][CH2:20][C:21]([NH:67][C:64]3[CH:65]=[CH:66][C:61]([O:60][CH3:59])=[CH:62][CH:63]=3)=[O:22])=[C:17]([CH3:27])[CH:16]=1)=[N:8]2, predict the reactants needed to synthesize it. The reactants are: [CH3:1][O:2][C:3]1[CH:12]=[C:11]([O:13][CH3:14])[CH:10]=[C:9]2[C:4]=1[C:5](=[O:28])[NH:6][C:7]([C:15]1[CH:25]=[C:24]([CH3:26])[C:18]([O:19][CH2:20][C:21](O)=[O:22])=[C:17]([CH3:27])[CH:16]=1)=[N:8]2.Cl.C(N=C=NCCCN(C)C)C.O.ON1C2C=CC=CC=2N=N1.CN1CCOCC1.[CH3:59][O:60][C:61]1[CH:66]=[CH:65][C:64]([NH2:67])=[CH:63][CH:62]=1.